This data is from Peptide-MHC class II binding affinity with 134,281 pairs from IEDB. The task is: Regression. Given a peptide amino acid sequence and an MHC pseudo amino acid sequence, predict their binding affinity value. This is MHC class II binding data. The peptide sequence is IRNPLSRNSTHEMYY. The MHC is DRB1_0301 with pseudo-sequence DRB1_0301. The binding affinity (normalized) is 0.703.